This data is from Catalyst prediction with 721,799 reactions and 888 catalyst types from USPTO. The task is: Predict which catalyst facilitates the given reaction. (1) Reactant: [Cl:1][C:2]1[CH:9]=[C:8]([O:10][CH3:11])[CH:7]=[CH:6][C:3]=1[C:4]#[N:5].Cl.[NH2:13][OH:14].C(N(CC)CC)C. Product: [Cl:1][C:2]1[CH:9]=[C:8]([O:10][CH3:11])[CH:7]=[CH:6][C:3]=1[C:4](=[N:13][OH:14])[NH2:5]. The catalyst class is: 14. (2) Reactant: [Br:1][C:2]1[CH:3]=[C:4]([C:8]2([C:16]3[CH:21]=[CH:20][CH:19]=[CH:18][CH:17]=3)[NH:12][C:11](=S)[N:10]([CH3:14])[C:9]2=[O:15])[CH:5]=[CH:6][CH:7]=1.CO.[NH3:24].C(OO)(C)(C)C. Product: [NH2:24][C:11]1[N:10]([CH3:14])[C:9](=[O:15])[C:8]([C:4]2[CH:5]=[CH:6][CH:7]=[C:2]([Br:1])[CH:3]=2)([C:16]2[CH:21]=[CH:20][CH:19]=[CH:18][CH:17]=2)[N:12]=1. The catalyst class is: 6. (3) Reactant: [Li]CCCC.[CH3:6][O:7][C:8](=[O:16])[CH2:9][C@H:10]([CH3:15])[CH2:11][C:12]([OH:14])=[O:13].Cl[C:18]([O:20][CH3:21])=[O:19].Cl. Product: [CH3:6][O:7][C:8](=[O:16])[CH:9]([C:18]([O:20][CH3:21])=[O:19])[C@H:10]([CH3:15])[CH2:11][C:12]([OH:14])=[O:13]. The catalyst class is: 1. (4) Reactant: [CH2:1]([C:4]1[CH:49]=[C:48]([Cl:50])[C:7]([O:8][CH2:9][CH2:10][O:11][C:12]2[CH:47]=[CH:46][C:15]([CH2:16][CH:17]([C:27]([N:29]([CH2:33][C:34]3[CH:39]=[C:38]([CH2:40][CH2:41][CH2:42][O:43][CH3:44])[CH:37]=[CH:36][C:35]=3[Cl:45])[CH:30]3[CH2:32][CH2:31]3)=[O:28])[CH2:18][NH:19][C:20](=[O:26])[O:21][C:22]([CH3:25])([CH3:24])[CH3:23])=[CH:14][CH:13]=2)=[C:6]([Cl:51])[CH:5]=1)[CH:2]=[CH2:3].C12BC(CCC1)CCC2.[OH-:61].[Na+].OO. Product: [Cl:45][C:35]1[CH:36]=[CH:37][C:38]([CH2:40][CH2:41][CH2:42][O:43][CH3:44])=[CH:39][C:34]=1[CH2:33][N:29]([CH:30]1[CH2:32][CH2:31]1)[C:27](=[O:28])[CH:17]([CH2:16][C:15]1[CH:14]=[CH:13][C:12]([O:11][CH2:10][CH2:9][O:8][C:7]2[C:6]([Cl:51])=[CH:5][C:4]([CH2:1][CH2:2][CH2:3][OH:61])=[CH:49][C:48]=2[Cl:50])=[CH:47][CH:46]=1)[CH2:18][NH:19][C:20](=[O:26])[O:21][C:22]([CH3:23])([CH3:25])[CH3:24]. The catalyst class is: 674. (5) Reactant: [CH3:1][C:2]1[CH:8]=[C:7]([OH:9])[C:6]([CH3:10])=[CH:5][C:3]=1[NH2:4].[H-].[Na+].[C:13]([C:17]1[N:21]=[C:20](Cl)[S:19][N:18]=1)([CH3:16])([CH3:15])[CH3:14].C(OCC)(=O)C. Product: [C:13]([C:17]1[N:21]=[C:20]([O:9][C:7]2[C:6]([CH3:10])=[CH:5][C:3]([NH2:4])=[C:2]([CH3:1])[CH:8]=2)[S:19][N:18]=1)([CH3:16])([CH3:15])[CH3:14]. The catalyst class is: 9. (6) Reactant: [CH3:1][C:2](=[CH2:11])[C:3]([O:5][CH2:6][CH2:7][N:8]=[C:9]=[O:10])=[O:4].[NH2:12][C:13]1[CH:18]=[C:17]([Br:19])[CH:16]=[CH:15][C:14]=1[NH:20][C:21]1[CH:26]=[CH:25][C:24]([C:27]([C:29]2[CH:34]=[CH:33][CH:32]=[CH:31][C:30]=2[CH3:35])=[O:28])=[C:23]([Cl:36])[CH:22]=1.O.CCOC(C)=O. Product: [CH3:11][C:2](=[CH2:1])[C:3]([O:5][CH2:6][CH2:7][NH:8][C:9]([NH:12][C:13]1[CH:18]=[C:17]([Br:19])[CH:16]=[CH:15][C:14]=1[NH:20][C:21]1[CH:26]=[CH:25][C:24]([C:27](=[O:28])[C:29]2[CH:34]=[CH:33][CH:32]=[CH:31][C:30]=2[CH3:35])=[C:23]([Cl:36])[CH:22]=1)=[O:10])=[O:4]. The catalyst class is: 17. (7) Reactant: [C:1]([C:4]1[CH:9]=[CH:8][C:7]([S:10]([NH:13][C:14]2[S:15][CH:16]=[CH:17][N:18]=2)(=[O:12])=[O:11])=[CH:6][CH:5]=1)(=O)C.C(=O)([O-])[O-].[K+].[K+].Cl[CH2:26][O:27][CH3:28].C[N:30](C=O)C. Product: [C:1]([C:4]1[CH:9]=[CH:8][C:7]([S:10]([N:13]([CH2:26][O:27][CH3:28])[C:14]2[S:15][CH:16]=[CH:17][N:18]=2)(=[O:12])=[O:11])=[CH:6][CH:5]=1)#[N:30]. The catalyst class is: 6.